This data is from Reaction yield outcomes from USPTO patents with 853,638 reactions. The task is: Predict the reaction yield, written as a fraction of the theoretical maximum amount of product (1.0 means a 100% yield; for example, 0.34 means a 34% yield). (1) The reactants are C([O:3][C:4](=O)[CH2:5][C:6]1[C:14]2[C:9](=[CH:10][CH:11]=[C:12]([CH2:15][N:16]([CH3:18])[CH3:17])[CH:13]=2)[NH:8][C:7]=1[C:19]([F:22])([F:21])[F:20])C.[NH3:24]. The catalyst is CO. The product is [CH3:17][N:16]([CH2:15][C:12]1[CH:13]=[C:14]2[C:9](=[CH:10][CH:11]=1)[NH:8][C:7]([C:19]([F:22])([F:21])[F:20])=[C:6]2[CH2:5][C:4]([NH2:24])=[O:3])[CH3:18]. The yield is 1.00. (2) The reactants are [CH3:1][C:2]([C:5]1[CH:10]=[CH:9][C:8]([C:11]2[N:12]=[C:13]([NH2:22])[S:14][C:15]=2[C:16]2[CH:21]=[CH:20][N:19]=[CH:18][CH:17]=2)=[CH:7][CH:6]=1)([CH3:4])[CH3:3].[CH:23]1([C:28](Cl)=[O:29])[CH2:27][CH2:26][CH2:25][CH2:24]1.C(=O)([O-])O.[Na+]. The catalyst is CN(C)C1C=CN=CC=1.CN(C)C(=O)C. The product is [CH3:4][C:2]([C:5]1[CH:10]=[CH:9][C:8]([C:11]2[N:12]=[C:13]([NH:22][C:28]([CH:23]3[CH2:27][CH2:26][CH2:25][CH2:24]3)=[O:29])[S:14][C:15]=2[C:16]2[CH:17]=[CH:18][N:19]=[CH:20][CH:21]=2)=[CH:7][CH:6]=1)([CH3:1])[CH3:3]. The yield is 0.660.